The task is: Predict the reactants needed to synthesize the given product.. This data is from Full USPTO retrosynthesis dataset with 1.9M reactions from patents (1976-2016). (1) The reactants are: [Cl:1][C:2]1[CH:10]=[CH:9][C:8]2[NH:7][C:6]3[CH2:11][CH2:12][N:13]([CH3:15])[CH2:14][C:5]=3[C:4]=2[CH:3]=1.[OH-].[K+].[C:18]1([C:24]2[CH:29]=[CH:28]N=C[CH:25]=2)[CH2:23][CH2:22][CH2:21][CH2:20][CH:19]=1.[CH3:30][N:31]1CCCC1=O. Given the product [Cl:1][C:2]1[CH:10]=[CH:9][C:8]2[N:7]([CH:23]3[CH2:22][CH2:21][CH2:20][CH2:19][CH:18]3[C:24]3[CH:25]=[N:31][CH:30]=[CH:28][CH:29]=3)[C:6]3[CH2:11][CH2:12][N:13]([CH3:15])[CH2:14][C:5]=3[C:4]=2[CH:3]=1, predict the reactants needed to synthesize it. (2) Given the product [CH2:3]([O:10][CH2:11][CH2:12][O:13][C:14]1[CH:21]=[CH:20][C:17]([CH2:18][OH:19])=[CH:16][C:15]=1[O:22][C:23]([CH3:26])([CH3:25])[CH3:24])[C:4]1[CH:9]=[CH:8][CH:7]=[CH:6][CH:5]=1, predict the reactants needed to synthesize it. The reactants are: [BH4-].[Na+].[CH2:3]([O:10][CH2:11][CH2:12][O:13][C:14]1[CH:21]=[CH:20][C:17]([CH:18]=[O:19])=[CH:16][C:15]=1[O:22][C:23]([CH3:26])([CH3:25])[CH3:24])[C:4]1[CH:9]=[CH:8][CH:7]=[CH:6][CH:5]=1.CO.[Cl-].[NH4+]. (3) Given the product [CH2:15]([O:14][C:12]1[C:11]([C:17]([F:20])([F:19])[F:18])=[CH:10][C:9]2[NH:21][C:22](=[O:34])[CH2:23][C:24]([C:26]3[CH:31]=[CH:30][N:29]=[C:28]([C:32]#[N:33])[CH:27]=3)=[N:7][C:8]=2[CH:13]=1)[CH3:16], predict the reactants needed to synthesize it. The reactants are: C(OC(=O)[NH:7][C:8]1[CH:13]=[C:12]([O:14][CH2:15][CH3:16])[C:11]([C:17]([F:20])([F:19])[F:18])=[CH:10][C:9]=1[NH:21][C:22](=[O:34])[CH2:23][C:24]([C:26]1[CH:31]=[CH:30][N:29]=[C:28]([C:32]#[N:33])[CH:27]=1)=O)(C)(C)C.C(O)(C(F)(F)F)=O. (4) Given the product [C:24]([C:8]1[CH:9]=[CH:10][C:11]2[C:12]3[C:17](=[CH:16][C:15]([C:18]#[CH:19])=[CH:14][CH:13]=3)[C:5]([CH2:1][CH2:2][CH2:3][CH3:4])([CH2:30][CH2:31][CH2:32][CH3:33])[C:6]=2[CH:7]=1)#[CH:25], predict the reactants needed to synthesize it. The reactants are: [CH2:1]([C:5]1([CH2:30][CH2:31][CH2:32][CH3:33])[C:17]2[CH:16]=[C:15]([C:18]#[C:19]C(C)(O)C)[CH:14]=[CH:13][C:12]=2[C:11]2[C:6]1=[CH:7][C:8]([C:24]#[C:25]C(C)(O)C)=[CH:9][CH:10]=2)[CH2:2][CH2:3][CH3:4].[OH-].[K+]. (5) Given the product [C:29]([O:32][C:33]([NH:1][C:2]1[CH:11]=[CH:10][C:5]([C:6]([O:8][CH3:9])=[O:7])=[CH:4][C:3]=1[N+:12]([O-:14])=[O:13])=[O:34])([CH3:31])([CH3:30])[CH3:28], predict the reactants needed to synthesize it. The reactants are: [NH2:1][C:2]1[CH:11]=[CH:10][C:5]([C:6]([O:8][CH3:9])=[O:7])=[CH:4][C:3]=1[N+:12]([O-:14])=[O:13].NC1C=CC(C(O)=O)=CC=1[N+]([O-])=O.[CH3:28][C:29]([O:32][C:33](O[C:33]([O:32][C:29]([CH3:31])([CH3:30])[CH3:28])=[O:34])=[O:34])([CH3:31])[CH3:30]. (6) Given the product [N+:9]([C:5]1[CH:4]=[CH:3][C:2]([NH:19][CH2:20][CH2:21][CH2:22][N:23]2[CH2:27][CH2:26][CH2:25][C:24]2=[O:28])=[CH:7][C:6]=1[CH3:8])([O-:11])=[O:10], predict the reactants needed to synthesize it. The reactants are: F[C:2]1[CH:3]=[CH:4][C:5]([N+:9]([O-:11])=[O:10])=[C:6]([CH3:8])[CH:7]=1.CN1CCCC1=O.[NH2:19][CH2:20][CH2:21][CH2:22][N:23]1[CH2:27][CH2:26][CH2:25][C:24]1=[O:28].C([O-])([O-])=O.[K+].[K+]. (7) Given the product [O:9]1[CH:13]=[CH:12][CH:11]=[C:10]1[C:2]1[CH:3]=[C:4]([OH:8])[CH:5]=[CH:6][CH:7]=1, predict the reactants needed to synthesize it. The reactants are: Br[C:2]1[CH:3]=[C:4]([OH:8])[CH:5]=[CH:6][CH:7]=1.[O:9]1[CH:13]=[CH:12][CH:11]=[C:10]1B(O)O.C(=O)([O-])[O-].[Na+].[Na+].